The task is: Predict the product of the given reaction.. This data is from Forward reaction prediction with 1.9M reactions from USPTO patents (1976-2016). (1) Given the reactants CI.CI.[CH3:5][N:6]([CH3:15])[CH2:7][CH2:8][CH2:9][N:10]=[C:11]=[N:12][CH2:13][CH3:14], predict the reaction product. The product is: [CH3:14][CH2:13][N:12]=[C:11]=[N:10][CH2:9][CH2:8][CH2:7][N:6]([CH3:15])[CH3:5]. (2) Given the reactants [Na].[F:2][C:3]1[CH:4]=[CH:5][C:6]2[N:7]([C:9]([C:12](=[NH:14])[NH2:13])=[CH:10][N:11]=2)[CH:8]=1.[Cl:15][CH:16]([CH:22]=O)[C:17](OCC)=[O:18], predict the reaction product. The product is: [Cl:15][C:16]1[C:17]([OH:18])=[N:14][C:12]([C:9]2[N:7]3[CH:8]=[C:3]([F:2])[CH:4]=[CH:5][C:6]3=[N:11][CH:10]=2)=[N:13][CH:22]=1.